Dataset: Forward reaction prediction with 1.9M reactions from USPTO patents (1976-2016). Task: Predict the product of the given reaction. (1) Given the reactants [CH3:1][O:2][CH2:3][C:4]1[O:5][CH:6]=[N:7][N:8]=1.[Li]CCCC.[N:14]#N.CCOCC.[C:21]([C@:28](N)([CH2:31][CH3:32])[CH:29]=[O:30])([O:23][C:24]([CH3:27])([CH3:26])[CH3:25])=[O:22], predict the reaction product. The product is: [C:21]([C@@H:28]([CH2:31][CH3:32])[C:29]([NH2:14])([C:6]1[O:5][C:4]([CH2:3][O:2][CH3:1])=[N:8][N:7]=1)[OH:30])([O:23][C:24]([CH3:27])([CH3:26])[CH3:25])=[O:22]. (2) Given the reactants [Br:1][C:2]1[CH:7]=[CH:6][C:5]([CH2:8]Br)=[CH:4][CH:3]=1.[NH:10]1[CH2:15][CH2:14][O:13][CH2:12][CH2:11]1.C([O-])([O-])=O.[K+].[K+].O, predict the reaction product. The product is: [Br:1][C:2]1[CH:7]=[CH:6][C:5]([CH2:8][N:10]2[CH2:15][CH2:14][O:13][CH2:12][CH2:11]2)=[CH:4][CH:3]=1. (3) Given the reactants [CH3:1][S:2]SC.C[Li].C(OCC)C.Br[CH2:13][C:14](=[O:20])[C:15]([O:17][CH2:18][CH3:19])=[O:16].[Cl-].[NH4+], predict the reaction product. The product is: [CH3:1][S:2][CH2:13][C:14](=[O:20])[C:15]([O:17][CH2:18][CH3:19])=[O:16]. (4) Given the reactants [CH2:1]1[CH2:7][S:4](=[O:6])(=[O:5])[O:3][CH2:2]1.[CH3:8][C:9]1([NH2:16])[CH2:15][CH2:14][CH2:13][CH2:12][CH2:11][CH2:10]1, predict the reaction product. The product is: [CH3:8][C:9]1([NH:16][CH2:2][CH2:1][CH2:7][S:4]([OH:3])(=[O:6])=[O:5])[CH2:15][CH2:14][CH2:13][CH2:12][CH2:11][CH2:10]1. (5) Given the reactants N(OC(C)(C)C)=O.N[C:9]1[S:10][CH:11]=[C:12]([C:14]([O:16][CH2:17][CH3:18])=[O:15])[N:13]=1.O.[ClH:20], predict the reaction product. The product is: [Cl:20][C:9]1[S:10][CH:11]=[C:12]([C:14]([O:16][CH2:17][CH3:18])=[O:15])[N:13]=1. (6) Given the reactants [CH3:1][Si:2]([C:5]#[CH:6])([CH3:4])[CH3:3].C(N)CCC.[Br:12][C:13]1[CH:18]=[CH:17][C:16]([CH2:19][C:20]([O:22][CH3:23])=[O:21])=[C:15](I)[CH:14]=1, predict the reaction product. The product is: [Br:12][C:13]1[CH:14]=[CH:15][C:16]([CH2:19][C:20]([O:22][CH3:23])=[O:21])=[C:17]([C:6]#[C:5][Si:2]([CH3:4])([CH3:3])[CH3:1])[CH:18]=1.